Predict the reactants needed to synthesize the given product. From a dataset of Full USPTO retrosynthesis dataset with 1.9M reactions from patents (1976-2016). (1) Given the product [Cl:24][C:6]1[CH:5]=[N:4][N:3]([CH2:1][CH3:2])[C:7]=1[C:8]1[CH:9]=[C:10]([C:13]([O:15][CH3:16])=[O:14])[O:11][CH:12]=1, predict the reactants needed to synthesize it. The reactants are: [CH2:1]([N:3]1[C:7]([C:8]2[CH:9]=[C:10]([C:13]([O:15][CH3:16])=[O:14])[O:11][CH:12]=2)=[CH:6][CH:5]=[N:4]1)[CH3:2].C1C(=O)N([Cl:24])C(=O)C1. (2) Given the product [CH3:7][O:8][CH2:9][CH2:10][O:11][CH2:12][C:13]1[CH:18]=[CH:17][C:16]([C@H:19]2[C@H:24]([O:25][CH2:26][CH2:27][N:2]3[CH:6]=[N:5][CH:4]=[N:3]3)[CH2:23][N:22]([C:39]([O:41][CH2:42][C:43]3[CH:48]=[CH:47][CH:46]=[CH:45][CH:44]=3)=[O:40])[CH2:21][C@@H:20]2[O:49][CH2:50][C:51]2[CH:52]=[CH:53][C:54]3[O:59][CH2:58][CH2:57][N:56]([CH2:60][CH2:61][CH2:62][O:63][CH3:64])[C:55]=3[CH:65]=2)=[CH:15][CH:14]=1, predict the reactants needed to synthesize it. The reactants are: [Na].[NH:2]1[CH:6]=[N:5][CH:4]=[N:3]1.[CH3:7][O:8][CH2:9][CH2:10][O:11][CH2:12][C:13]1[CH:18]=[CH:17][C:16]([C@H:19]2[C@H:24]([O:25][CH2:26][CH2:27]OS(C3C=CC(C)=CC=3)(=O)=O)[CH2:23][N:22]([C:39]([O:41][CH2:42][C:43]3[CH:48]=[CH:47][CH:46]=[CH:45][CH:44]=3)=[O:40])[CH2:21][C@@H:20]2[O:49][CH2:50][C:51]2[CH:52]=[CH:53][C:54]3[O:59][CH2:58][CH2:57][N:56]([CH2:60][CH2:61][CH2:62][O:63][CH3:64])[C:55]=3[CH:65]=2)=[CH:15][CH:14]=1. (3) Given the product [CH3:11][C:6](=[CH2:7])[C:2]#[C:3][C@H:22]([N:9]1[CH2:10][CH2:11][C@H:6]([CH2:2][C:3]([OH:5])=[O:4])[CH2:7][C@@H:8]1[C:12]1[CH:17]=[CH:16][C:15]([C:18]([F:20])([F:19])[F:21])=[CH:14][CH:13]=1)[C:23]1[CH:28]=[CH:27][CH:26]=[CH:25][CH:24]=1, predict the reactants needed to synthesize it. The reactants are: C[CH:2]([C@H:6]1[CH2:11][CH2:10][NH:9][C@@H:8]([C:12]2[CH:17]=[CH:16][C:15]([C:18]([F:21])([F:20])[F:19])=[CH:14][CH:13]=2)[CH2:7]1)[C:3]([O-:5])=[O:4].[CH:22](=O)[C:23]1[CH:28]=[CH:27][CH:26]=[CH:25][CH:24]=1. (4) Given the product [CH2:50]([NH:34][C:35]1[CH:40]=[CH:39][C:38]([C:2]2[N:3]=[C:4]([N:22]3[CH2:27][CH2:26][O:25][CH2:24][CH2:23]3)[C:5]3[CH:10]=[C:9]([CH2:11][N:12]4[CH2:17][CH2:16][N:15]([S:18]([CH3:21])(=[O:20])=[O:19])[CH2:14][CH2:13]4)[S:8][C:6]=3[N:7]=2)=[CH:37][N:36]=1)[CH3:51], predict the reactants needed to synthesize it. The reactants are: Cl[C:2]1[N:3]=[C:4]([N:22]2[CH2:27][CH2:26][O:25][CH2:24][CH2:23]2)[C:5]2[CH:10]=[C:9]([CH2:11][N:12]3[CH2:17][CH2:16][N:15]([S:18]([CH3:21])(=[O:20])=[O:19])[CH2:14][CH2:13]3)[S:8][C:6]=2[N:7]=1.C(OC(=O)[N:34]([CH2:50][CH3:51])[C:35]1[CH:40]=[CH:39][C:38](B2OC(C)(C)C(C)(C)O2)=[CH:37][N:36]=1)(C)(C)C.